The task is: Predict the reaction yield, written as a fraction of the theoretical maximum amount of product (1.0 means a 100% yield; for example, 0.34 means a 34% yield).. This data is from Reaction yield outcomes from USPTO patents with 853,638 reactions. The reactants are [CH3:1][S:2]([C:5]1[CH:10]=[CH:9][C:8]([C@@H:11]([CH2:15][C@H:16]2[CH2:20][CH2:19][C:18](=[O:21])[CH2:17]2)[C:12](O)=[O:13])=[CH:7][C:6]=1[CH3:22])(=[O:4])=[O:3].C(Cl)(=O)C(Cl)=O.[NH2:29][C:30]1[CH:34]=[CH:33][N:32]([CH2:35][C:36]([CH3:39])([OH:38])[CH3:37])[N:31]=1.N1C(C)=CC=CC=1C. The catalyst is C(Cl)Cl.CN(C)C=O. The product is [OH:38][C:36]([CH3:39])([CH3:37])[CH2:35][N:32]1[CH:33]=[CH:34][C:30]([NH:29][C:12](=[O:13])[C@@H:11]([C:8]2[CH:9]=[CH:10][C:5]([S:2]([CH3:1])(=[O:3])=[O:4])=[C:6]([CH3:22])[CH:7]=2)[CH2:15][C@H:16]2[CH2:20][CH2:19][C:18](=[O:21])[CH2:17]2)=[N:31]1. The yield is 0.770.